From a dataset of TCR-epitope binding with 47,182 pairs between 192 epitopes and 23,139 TCRs. Binary Classification. Given a T-cell receptor sequence (or CDR3 region) and an epitope sequence, predict whether binding occurs between them. (1) The epitope is PROT_97E67BCC. The TCR CDR3 sequence is CASSARISGGLNEQYF. Result: 1 (the TCR binds to the epitope). (2) The epitope is DPFRLLQNSQVFS. The TCR CDR3 sequence is CASGGSSYQETQYF. Result: 0 (the TCR does not bind to the epitope).